Dataset: Full USPTO retrosynthesis dataset with 1.9M reactions from patents (1976-2016). Task: Predict the reactants needed to synthesize the given product. (1) Given the product [C:13]([C:12]1[CH:17]=[CH:16][C:15]([F:1])=[N:6][CH:11]=1)#[CH:14], predict the reactants needed to synthesize it. The reactants are: [F-:1].C([N+:6]([CH2:15][CH2:16][CH2:17]C)([CH2:11][CH2:12][CH2:13][CH3:14])CCCC)CCC.CCOC(C)=O. (2) Given the product [F:31][C:32]1[CH:37]=[C:36]([F:38])[CH:35]=[CH:34][C:33]=1[NH:39][C:40](=[O:60])[NH:41][C:42]1[CH:43]=[CH:44][C:45]([C:48]2[O:52][C:51]([CH2:53][CH2:54][CH2:55][C:56]([OH:58])=[O:57])=[N:50][N:49]=2)=[CH:46][CH:47]=1, predict the reactants needed to synthesize it. The reactants are: FC(F)(F)C1C=C(NC(=O)NC2C=CC(C3SC(CCC(O)=O)=NC=3)=CC=2)C=CC=1.[F:31][C:32]1[CH:37]=[C:36]([F:38])[CH:35]=[CH:34][C:33]=1[NH:39][C:40](=[O:60])[NH:41][C:42]1[CH:47]=[CH:46][C:45]([C:48]2[O:52][C:51]([CH2:53][CH2:54][CH2:55][C:56]([O:58]C)=[O:57])=[N:50][N:49]=2)=[CH:44][CH:43]=1. (3) Given the product [F:1][C:2]1[CH:3]=[CH:4][C:5]([C:8]2[S:12][C:11]([C:13]([OH:15])=[O:14])=[C:10]([C:16]3[NH:20][N:19]=[N:18][N:17]=3)[CH:9]=2)=[CH:6][CH:7]=1, predict the reactants needed to synthesize it. The reactants are: [F:1][C:2]1[CH:7]=[CH:6][C:5]([C:8]2[S:12][C:11]([C:13]([OH:15])=[O:14])=[C:10]([C:16]3[N:20](C)[N:19]=[N:18][N:17]=3)[CH:9]=2)=[CH:4][CH:3]=1.COC(C1SC(C2C=CC(F)=CC=2)=CC=1C1N(C)N=NN=1)=O.[OH-].[Li+]. (4) The reactants are: [NH:1](C(OC(C)(C)C)=O)[C@H:2]([C:4](O)=[O:5])[CH3:3].CCN(C(C)C)C(C)C.CC(C)(C)[C:25]([Cl:27])=[O:26].[NH2:30][C:31]1[CH:41]=[CH:40][C:39]([C:42]2[CH:43]=[C:44]3[C:50]([C:51]4[CH:56]=[CH:55][CH:54]=[CH:53][C:52]=4OC)=[CH:49][N:48](S(C4C=CC(C)=CC=4)(=O)=O)[C:45]3=[N:46][CH:47]=2)=[CH:38][C:32]=1[C:33]([N:35]([CH3:37])[CH3:36])=[O:34]. Given the product [ClH:27].[NH2:1][C@@H:2]([CH3:3])[C:4]([NH:30][C:31]1[CH:41]=[CH:40][C:39]([C:42]2[CH:43]=[C:44]3[C:50]([C:51]4[CH:56]=[CH:55][CH:54]=[CH:53][C:52]=4[O:26][CH3:25])=[CH:49][NH:48][C:45]3=[N:46][CH:47]=2)=[CH:38][C:32]=1[C:33]([N:35]([CH3:36])[CH3:37])=[O:34])=[O:5], predict the reactants needed to synthesize it. (5) The reactants are: Br[C:2]1[C:7]([N+:8]([O-])=O)=[CH:6][CH:5]=[CH:4][C:3]=1[CH3:11].[C:12]1([NH:18][C:19](=O)[CH3:20])[CH:17]=[CH:16][CH:15]=[CH:14][CH:13]=1.P([O-])([O-])([O-])=O.[K+].[K+].[K+]. Given the product [CH3:20][C:19]1[N:18]([C:12]2[CH:17]=[CH:16][CH:15]=[CH:14][CH:13]=2)[C:2]2[C:3]([CH3:11])=[CH:4][CH:5]=[CH:6][C:7]=2[N:8]=1, predict the reactants needed to synthesize it. (6) Given the product [N:15]1[C:16]2[C:17](=[N:18][CH:19]=[CH:20][CH:21]=2)[NH:22][C:14]=1[CH2:13][NH:11][C:8]12[CH2:10][CH:4]3[CH2:5][CH:6]([CH2:1][CH:2]([CH2:3]3)[CH2:9]1)[CH2:7]2, predict the reactants needed to synthesize it. The reactants are: [CH2:1]1[CH:6]2[CH2:7][C:8]3([NH2:11])[CH2:10][CH:4]([CH2:5]2)[CH2:3][CH:2]1[CH2:9]3.Cl[CH2:13][C:14]1[NH:22][C:17]2=[N:18][CH:19]=[CH:20][CH:21]=[C:16]2[N:15]=1. (7) The reactants are: [CH:1]1([CH2:4][O:5][C:6]2[N:11]=[C:10]([C:12]([OH:14])=O)[CH:9]=[CH:8][C:7]=2[N:15]2[CH2:18][C:17]([F:20])([F:19])[CH2:16]2)[CH2:3][CH2:2]1.[CH:21]1([C:24]([CH3:32])([C:26]2[N:30]=[C:29]([CH3:31])[O:28][N:27]=2)[NH2:25])[CH2:23][CH2:22]1. Given the product [CH:21]1([C:24]([NH:25][C:12]([C:10]2[CH:9]=[CH:8][C:7]([N:15]3[CH2:18][C:17]([F:20])([F:19])[CH2:16]3)=[C:6]([O:5][CH2:4][CH:1]3[CH2:2][CH2:3]3)[N:11]=2)=[O:14])([C:26]2[N:30]=[C:29]([CH3:31])[O:28][N:27]=2)[CH3:32])[CH2:23][CH2:22]1, predict the reactants needed to synthesize it. (8) Given the product [F:1][C:2]1[CH:3]=[C:4]([NH:8][C:9]([C@@H:11]2[C@@H:18]3[C@@H:14]([CH2:15][N:16]([C:20]4[CH:25]=[CH:24][CH:23]=[C:22]([C:26]([F:29])([F:28])[F:27])[N:21]=4)[CH2:17]3)[CH2:13][CH2:12]2)=[O:10])[CH:5]=[CH:6][CH:7]=1, predict the reactants needed to synthesize it. The reactants are: [F:1][C:2]1[CH:3]=[C:4]([NH:8][C:9]([C@@H:11]2[C@@H:18]3[C@@H:14]([CH2:15][NH:16][CH2:17]3)[CH2:13][CH2:12]2)=[O:10])[CH:5]=[CH:6][CH:7]=1.Br[C:20]1[CH:25]=[CH:24][CH:23]=[C:22]([C:26]([F:29])([F:28])[F:27])[N:21]=1.C(N(CC)CC)C. (9) Given the product [Cl:1][C:2]1[CH:3]=[C:4]2[C:9](=[C:10]([C:12]3[CH:17]=[CH:16][C:15]([CH3:18])=[C:14]([F:19])[CH:13]=3)[CH:11]=1)[O:8][CH:7]([C:20]([F:22])([F:23])[F:21])[C:6]([C:24]([O-:26])=[O:25])=[CH:5]2.[Na+:28], predict the reactants needed to synthesize it. The reactants are: [Cl:1][C:2]1[CH:3]=[C:4]2[C:9](=[C:10]([C:12]3[CH:17]=[CH:16][C:15]([CH3:18])=[C:14]([F:19])[CH:13]=3)[CH:11]=1)[O:8][CH:7]([C:20]([F:23])([F:22])[F:21])[C:6]([C:24]([OH:26])=[O:25])=[CH:5]2.[OH-].[Na+:28]. (10) The reactants are: [O:1]1[CH2:6][CH2:5][CH2:4][CH2:3][C:2]1=O.O1CCCC(=O)C1.[CH2:15]([C@H:17]1[CH2:22][O:21][CH2:20][CH2:19][NH:18]1)[CH3:16].N1CCOCC1.CC1(C)C(C)(C)OB([C:37]2[CH:38]=[N:39][C:40]([NH2:43])=[N:41][CH:42]=2)O1.[CH2:45]([NH:47][C:48]([NH:50]C1C=CC(B2OC(C)(C)C(C)(C)O2)=CC=1)=O)C. Given the product [CH2:15]([C@@H:17]1[N:18]([C:45]2[C:3]3[CH2:4][CH2:5][CH2:6][O:1][C:2]=3[N:50]=[C:48]([C:37]3[CH:38]=[N:39][C:40]([NH2:43])=[N:41][CH:42]=3)[N:47]=2)[CH2:19][CH2:20][O:21][CH2:22]1)[CH3:16], predict the reactants needed to synthesize it.